Task: Predict the reaction yield, written as a fraction of the theoretical maximum amount of product (1.0 means a 100% yield; for example, 0.34 means a 34% yield).. Dataset: Reaction yield outcomes from USPTO patents with 853,638 reactions (1) The reactants are [NH2:1][S:2]([O:5][CH2:6][C@H:7]1[C@@H:11]([OH:12])[CH2:10][C@H:9]([N:13]2[C:17]3[N:18]=[CH:19][N:20]=[C:21]([C:22]4[N:23](C(OC(C)(C)C)=O)[C:24]5[C:29]([CH:30]=4)=[CH:28][C:27]([O:31][CH3:32])=[CH:26][CH:25]=5)[C:16]=3[CH:15]=[CH:14]2)[CH2:8]1)(=[O:4])=[O:3].CO.C(=O)([O-])[O-].[K+].[K+]. The catalyst is CCOC(C)=O.O. The product is [S:2](=[O:4])(=[O:3])([O:5][CH2:6][C@@H:7]1[CH2:8][C@@H:9]([N:13]2[C:17]3[N:18]=[CH:19][N:20]=[C:21]([C:22]4[NH:23][C:24]5[C:29]([CH:30]=4)=[CH:28][C:27]([O:31][CH3:32])=[CH:26][CH:25]=5)[C:16]=3[CH:15]=[CH:14]2)[CH2:10][C@@H:11]1[OH:12])[NH2:1]. The yield is 0.710. (2) The reactants are C[O:2][C:3]([C:5]1[C:13]2[C:8](=[CH:9][C:10]([C:14]3[CH:19]=[CH:18][C:17]([O:20][CH2:21][C:22]4[C:23]([C:30]5[C:35]([Cl:36])=[CH:34][CH:33]=[CH:32][C:31]=5[Cl:37])=[N:24][O:25][C:26]=4[CH:27]([CH3:29])[CH3:28])=[CH:16][C:15]=3[CH3:38])=[CH:11][CH:12]=2)[N:7]([CH2:39][CH2:40][S:41]([CH3:44])(=[O:43])=[O:42])[CH:6]=1)=[O:4].CO.[OH-].[Na+]. The catalyst is C1COCC1. The product is [Cl:36][C:35]1[CH:34]=[CH:33][CH:32]=[C:31]([Cl:37])[C:30]=1[C:23]1[C:22]([CH2:21][O:20][C:17]2[CH:18]=[CH:19][C:14]([C:10]3[CH:9]=[C:8]4[C:13]([C:5]([C:3]([OH:4])=[O:2])=[CH:6][N:7]4[CH2:39][CH2:40][S:41]([CH3:44])(=[O:42])=[O:43])=[CH:12][CH:11]=3)=[C:15]([CH3:38])[CH:16]=2)=[C:26]([CH:27]([CH3:29])[CH3:28])[O:25][N:24]=1. The yield is 0.810. (3) The reactants are Br.Br[CH2:3][C:4]([C:6]1[CH:11]=[CH:10][N:9]=[CH:8][CH:7]=1)=O.[F:12][C:13]([F:25])([F:24])[C:14]1[CH:19]=[CH:18][C:17]([NH:20][C:21]([NH2:23])=[S:22])=[CH:16][CH:15]=1.N. The catalyst is CCO.O. The product is [N:9]1[CH:10]=[CH:11][C:6]([C:4]2[N:23]=[C:21]([NH:20][C:17]3[CH:16]=[CH:15][C:14]([C:13]([F:24])([F:12])[F:25])=[CH:19][CH:18]=3)[S:22][CH:3]=2)=[CH:7][CH:8]=1. The yield is 0.540. (4) No catalyst specified. The reactants are [CH3:1][O:2][C:3]1[CH:11]=[C:10]2[C:6]([CH:7]([C:12]([F:15])([F:14])[F:13])[O:8][CH2:9]2)=[CH:5][C:4]=1[CH:16]=[O:17].FC(F)(F)C1([C:23]2[CH:28]=[CH:27][CH:26]=[CH:25][CH:24]=2)[C:28]2[C:23](=[CH:24][C:25](OC)=[CH:26][CH:27]=2)CO1. The yield is 0.617. The product is [F:15][C:12]([F:13])([F:14])[C:7]1([C:23]2[CH:28]=[CH:27][CH:26]=[CH:25][CH:24]=2)[C:6]2[C:10](=[CH:11][C:3]([O:2][CH3:1])=[C:4]([CH:16]=[O:17])[CH:5]=2)[CH2:9][O:8]1. (5) The product is [CH3:12][O:13][N:14]=[C:15]([C:32]1[N:36]([CH3:1])[N:35]=[N:34][N:33]=1)[C:16]1[CH:21]=[CH:20][CH:19]=[CH:18][C:17]=1[CH2:22][O:23][C:24]1[CH:29]=[C:28]([CH3:30])[CH:27]=[CH:26][C:25]=1[CH3:31].[CH3:12][O:13][N:14]=[C:15]([C:32]1[N:33]=[N:34][N:2]([CH3:5])[N:36]=1)[C:16]1[CH:21]=[CH:20][CH:19]=[CH:18][C:17]=1[CH2:22][O:23][C:24]1[CH:29]=[C:28]([CH3:30])[CH:27]=[CH:26][C:25]=1[CH3:31]. The reactants are [CH3:1][N:2]([CH3:5])C=O.C(=O)([O-])[O-].[K+].[K+].[CH3:12][O:13][N:14]=[C:15]([C:32]1[NH:36][N:35]=[N:34][N:33]=1)[C:16]1[CH:21]=[CH:20][CH:19]=[CH:18][C:17]=1[CH2:22][O:23][C:24]1[CH:29]=[C:28]([CH3:30])[CH:27]=[CH:26][C:25]=1[CH3:31].S(OC)(OC)(=O)=O. The catalyst is CCOCC. The yield is 0.379. (6) The reactants are [NH2:1][C:2]1[C:3]2[N:4]([C:8]([C@@H:26]3[CH2:30][CH2:29][CH2:28][NH:27]3)=[N:9][C:10]=2[C:11]2[CH:25]=[CH:24][C:14]([C:15]([NH:17][C:18]3[CH:23]=[CH:22][CH:21]=[CH:20][N:19]=3)=[O:16])=[CH:13][CH:12]=2)[CH:5]=[CH:6][N:7]=1.[CH3:31][N:32]([CH3:39])[CH2:33][C:34]#[C:35][C:36](O)=[O:37]. No catalyst specified. The product is [NH2:1][C:2]1[C:3]2[N:4]([C:8]([C@@H:26]3[CH2:30][CH2:29][CH2:28][N:27]3[C:36](=[O:37])[C:35]#[C:34][CH2:33][N:32]([CH3:39])[CH3:31])=[N:9][C:10]=2[C:11]2[CH:25]=[CH:24][C:14]([C:15]([NH:17][C:18]3[CH:23]=[CH:22][CH:21]=[CH:20][N:19]=3)=[O:16])=[CH:13][CH:12]=2)[CH:5]=[CH:6][N:7]=1. The yield is 0.120. (7) The reactants are C([O:8][C:9]1[C:10]([NH2:21])=[N:11][CH:12]=[C:13]([C:15]2[CH:20]=[CH:19][CH:18]=[CH:17][CH:16]=2)[CH:14]=1)C1C=CC=CC=1. The catalyst is CO.[OH-].[OH-].[Pd+2]. The product is [NH2:21][C:10]1[C:9]([OH:8])=[CH:14][C:13]([C:15]2[CH:20]=[CH:19][CH:18]=[CH:17][CH:16]=2)=[CH:12][N:11]=1. The yield is 0.930. (8) The reactants are [Br:1][C:2]1[NH:3][C:4]2[CH:10]=[C:9]([Cl:11])[C:8]([Cl:12])=[CH:7][C:5]=2[N:6]=1.O([Si](C)(C)C)S(C(F)(F)F)(=O)=O.C(O[C@@H:29]1[O:46][CH2:45][C@@H:40]([O:41][C:42](=[O:44])[CH3:43])[C@@H:35]([O:36][C:37](=[O:39])[CH3:38])[C@H:30]1[O:31][C:32](=[O:34])[CH3:33])(=O)C.C(=O)(O)[O-].[Na+]. The catalyst is ClCCCl. The product is [Br:1][C:2]1[N:3]([C@@H:45]2[O:46][CH2:29][C@@H:30]([O:31][C:32](=[O:34])[CH3:33])[C@@H:35]([O:36][C:37](=[O:39])[CH3:38])[C@H:40]2[O:41][C:42](=[O:44])[CH3:43])[C:4]2[CH:10]=[C:9]([Cl:11])[C:8]([Cl:12])=[CH:7][C:5]=2[N:6]=1. The yield is 0.560. (9) The reactants are [Cl:1][C:2]1[C:7]([C:8]([F:11])([F:10])[F:9])=[CH:6][CH:5]=[C:4](Cl)[N:3]=1.[NH3:13]. No catalyst specified. The product is [Cl:1][C:2]1[N:3]=[C:4]([NH2:13])[CH:5]=[CH:6][C:7]=1[C:8]([F:11])([F:10])[F:9]. The yield is 0.460. (10) The reactants are [CH3:1][O:2][C:3](=[O:14])[C:4]1[CH:9]=[CH:8][C:7]([N+:10]([O-:12])=[O:11])=[CH:6][C:5]=1[OH:13].[H-].[Na+].[CH3:17]I. The catalyst is CN(C)C=O. The product is [CH3:1][O:2][C:3](=[O:14])[C:4]1[CH:9]=[CH:8][C:7]([N+:10]([O-:12])=[O:11])=[CH:6][C:5]=1[O:13][CH3:17]. The yield is 0.470.